From a dataset of Full USPTO retrosynthesis dataset with 1.9M reactions from patents (1976-2016). Predict the reactants needed to synthesize the given product. (1) Given the product [F:31][C:30]([F:33])([F:32])[C:89]([OH:90])=[O:69].[F:31][C:30]([F:33])([F:32])[C:89]([OH:90])=[O:69].[C:10]([CH2:12][C:13]1([N:37]2[CH:41]=[C:40]([C:42]3[C:43]4[CH:50]=[CH:49][NH:48][C:44]=4[N:45]=[CH:46][N:47]=3)[CH:39]=[N:38]2)[CH2:16][N:15]([C@@H:17]2[CH2:18][CH2:19][C@H:20]([O:23][C:24]3[N:29]=[C:28]([C:30]([F:33])([F:32])[F:31])[N:27]=[C:26]([C:34]([N:4]([CH3:5])[CH3:1])=[O:36])[CH:25]=3)[CH2:21][CH2:22]2)[CH2:14]1)#[N:11], predict the reactants needed to synthesize it. The reactants are: [CH:1]([N:4](CC)[CH:5](C)C)(C)C.[C:10]([CH2:12][C:13]1([N:37]2[CH:41]=[C:40]([C:42]3[C:43]4[CH:50]=[CH:49][N:48](COCC[Si](C)(C)C)[C:44]=4[N:45]=[CH:46][N:47]=3)[CH:39]=[N:38]2)[CH2:16][N:15]([C@@H:17]2[CH2:22][CH2:21][C@H:20]([O:23][C:24]3[N:29]=[C:28]([C:30]([F:33])([F:32])[F:31])[N:27]=[C:26]([C:34]([OH:36])=O)[CH:25]=3)[CH2:19][CH2:18]2)[CH2:14]1)#[N:11].F[P-](F)(F)(F)(F)F.C[N+](C)=C(N(C)C)[O:69]N1C2N=CC=CC=2N=N1.Cl.CNC.CN(C)[CH:89]=[O:90]. (2) Given the product [F:1][C:2]1[CH:3]=[C:4]([CH:14]([NH:16][C:17]([C:19]2[N:20]=[C:21]([O:32][C:28]3[CH:29]=[CH:30][CH:31]=[C:26]([Cl:25])[CH:27]=3)[O:22][CH:23]=2)=[O:18])[CH3:15])[CH:5]=[C:6]([F:13])[C:7]=1[NH:8][S:9]([CH3:12])(=[O:11])=[O:10], predict the reactants needed to synthesize it. The reactants are: [F:1][C:2]1[CH:3]=[C:4]([CH:14]([NH:16][C:17]([C:19]2[N:20]=[C:21](Cl)[O:22][CH:23]=2)=[O:18])[CH3:15])[CH:5]=[C:6]([F:13])[C:7]=1[NH:8][S:9]([CH3:12])(=[O:11])=[O:10].[Cl:25][C:26]1[CH:27]=[C:28]([OH:32])[CH:29]=[CH:30][CH:31]=1. (3) Given the product [CH2:1]([C:5]1[N:9]([C:10]2[CH:15]=[CH:14][CH:13]=[CH:12][CH:11]=2)[N:8]=[C:7]([CH:16]=[O:17])[CH:6]=1)[CH:2]([CH3:4])[CH3:3], predict the reactants needed to synthesize it. The reactants are: [CH2:1]([C:5]1[N:9]([C:10]2[CH:15]=[CH:14][CH:13]=[CH:12][CH:11]=2)[N:8]=[C:7]([C:16](OCC)=[O:17])[CH:6]=1)[CH:2]([CH3:4])[CH3:3].[H-].C([Al+]CC(C)C)C(C)C.Cl. (4) Given the product [F:1][C:2]1[CH:3]=[C:4]([CH:22]=[CH:23][C:24]=1[F:25])[CH2:5][C@H:6]1[CH2:11][C@@H:10]([C:12]2[O:16][NH:15][C:14](=[O:17])[CH:13]=2)[CH2:9][CH2:8][N:7]1[C:18]([O:20][CH3:21])=[O:19].[F:1][C:2]1[CH:3]=[C:4]([CH:22]=[CH:23][C:24]=1[F:25])[CH2:5][C@@H:6]1[CH2:11][C@H:10]([C:12]2[O:16][NH:15][C:14](=[O:17])[CH:13]=2)[CH2:9][CH2:8][N:7]1[C:18]([O:20][CH3:21])=[O:19], predict the reactants needed to synthesize it. The reactants are: [F:1][C:2]1[CH:3]=[C:4]([CH:22]=[CH:23][C:24]=1[F:25])[CH2:5][C@H:6]1[CH2:11][C@@H:10]([C:12]2[O:16][NH:15][C:14](=[O:17])[CH:13]=2)[CH2:9][CH2:8][N:7]1[C:18]([O:20][CH3:21])=[O:19].CCCCCCC.CCO. (5) Given the product [C:17]([C:21]1[CH:45]=[CH:44][C:24]([C:25]([NH:27][C:28]2[CH:33]=[CH:32][CH:31]=[C:30]([C:2]3[CH:7]=[CH:6][N:5]=[C:4]4[NH:8][C:9]([C:11]5[CH:12]=[N:13][N:14]([CH3:16])[CH:15]=5)=[N:10][C:3]=34)[C:29]=2[CH3:43])=[O:26])=[CH:23][CH:22]=1)([CH3:20])([CH3:18])[CH3:19], predict the reactants needed to synthesize it. The reactants are: Br[C:2]1[CH:7]=[CH:6][N:5]=[C:4]2[NH:8][C:9]([C:11]3[CH:12]=[N:13][N:14]([CH3:16])[CH:15]=3)=[N:10][C:3]=12.[C:17]([C:21]1[CH:45]=[CH:44][C:24]([C:25]([NH:27][C:28]2[CH:33]=[CH:32][CH:31]=[C:30](B3OC(C)(C)C(C)(C)O3)[C:29]=2[CH3:43])=[O:26])=[CH:23][CH:22]=1)([CH3:20])([CH3:19])[CH3:18].P([O-])([O-])([O-])=O.[K+].[K+].[K+].C([O-])(=O)C.[Na+].C(#N)C. (6) Given the product [Cl:30][C:31]1[CH:40]=[C:39]2[C:34]([C:35]([N:41]3[CH2:46][CH2:45][N:44]([C:9]([NH:1][C:2]4[CH:7]=[CH:6][N:5]=[CH:4][CH:3]=4)=[O:10])[CH2:43][CH2:42]3)=[CH:36][CH:37]=[N:38]2)=[CH:33][CH:32]=1, predict the reactants needed to synthesize it. The reactants are: [NH2:1][C:2]1[CH:7]=[CH:6][N:5]=[CH:4][CH:3]=1.Cl[C:9](OC1C=CC([N+]([O-])=O)=CC=1)=[O:10].C(N(C(C)C)CC)(C)C.[Cl:30][C:31]1[CH:40]=[C:39]2[C:34]([C:35]([N:41]3[CH2:46][CH2:45][NH:44][CH2:43][CH2:42]3)=[CH:36][CH:37]=[N:38]2)=[CH:33][CH:32]=1. (7) Given the product [Cl:1][C:2]1[CH:7]=[C:6]([N:8]([CH3:10])[CH3:9])[C:5]([F:11])=[CH:4][C:3]=1[C:12]1[CH:17]=[CH:16][N:15]=[C:14]([NH:36][CH:33]([CH:30]2[CH2:32][CH2:31]2)[CH2:34][CH3:35])[C:13]=1[N+:26]([O-:28])=[O:27], predict the reactants needed to synthesize it. The reactants are: [Cl:1][C:2]1[CH:7]=[C:6]([N:8]([CH3:10])[CH3:9])[C:5]([F:11])=[CH:4][C:3]=1[C:12]1[CH:17]=[CH:16][N:15]=[C:14](OS(C(F)(F)F)(=O)=O)[C:13]=1[N+:26]([O-:28])=[O:27].Cl.[CH:30]1([CH:33]([NH2:36])[CH2:34][CH3:35])[CH2:32][CH2:31]1. (8) Given the product [F:1][C:2]1[CH:7]=[CH:6][C:5](/[CH:8]=[CH:9]/[C:10]2[CH:11]=[CH:12][C:13]([S:16]([C:19]3[C:20]([C:25]([OH:27])=[O:26])=[N:21][CH:22]=[CH:23][CH:24]=3)(=[O:18])=[O:17])=[CH:14][CH:15]=2)=[CH:4][CH:3]=1, predict the reactants needed to synthesize it. The reactants are: [F:1][C:2]1[CH:7]=[CH:6][C:5](/[CH:8]=[CH:9]/[C:10]2[CH:15]=[CH:14][C:13]([S:16]([C:19]3[C:20]([C:25]([O:27]C)=[O:26])=[N:21][CH:22]=[CH:23][CH:24]=3)(=[O:18])=[O:17])=[CH:12][CH:11]=2)=[CH:4][CH:3]=1.[OH-].[Li+].O.[OH-].[Na+].